From a dataset of Full USPTO retrosynthesis dataset with 1.9M reactions from patents (1976-2016). Predict the reactants needed to synthesize the given product. (1) Given the product [CH:16]1[NH:17][CH:18]=[C:5]2[C:1](=[O:6])[CH2:2][CH2:3][C:4]=12, predict the reactants needed to synthesize it. The reactants are: [C:1]1(=[O:6])[CH2:5][CH2:4][CH:3]=[CH:2]1.C1(C)C=CC(S([CH2:16][N+:17]#[C-:18])(=O)=O)=CC=1.CC(C)([O-])C.O. (2) Given the product [Br:32][C:33]1[N:38]2[N:39]=[CH:40][N:41]=[C:37]2[C:36]([NH:59][C:56]2[CH:55]=[CH:54][C:53]([N:50]3[CH2:49][CH2:48][N:47]([C:43]([CH3:46])([CH3:45])[CH3:44])[CH2:52][CH2:51]3)=[CH:58][CH:57]=2)=[N:35][CH:34]=1, predict the reactants needed to synthesize it. The reactants are: CN1CCN(C2C=CC(NC3C4N(N=CN=4)C(C4C=C(C(N)=O)SC=4)=CN=3)=CC=2)CC1.[Br:32][C:33]1[N:38]2[N:39]=[CH:40][N:41]=[C:37]2[C:36](Br)=[N:35][CH:34]=1.[C:43]([N:47]1[CH2:52][CH2:51][N:50]([C:53]2[CH:58]=[CH:57][C:56]([NH2:59])=[CH:55][CH:54]=2)[CH2:49][CH2:48]1)([CH3:46])([CH3:45])[CH3:44].C(N(C(C)C)C(C)C)C. (3) Given the product [NH2:19][C:11]1[O:12][C@H:13]([C:15]([F:18])([F:17])[F:16])[CH2:14][C@:9]([C:3]2[CH:4]=[C:5]([C:25]#[C:26][C:27]3[S:28][C:29]([C:32]#[N:33])=[CH:30][N:31]=3)[CH:6]=[CH:7][C:2]=2[F:1])([CH3:20])[N:10]=1, predict the reactants needed to synthesize it. The reactants are: [F:1][C:2]1[CH:7]=[CH:6][C:5](I)=[CH:4][C:3]=1[C@:9]1([CH3:20])[CH2:14][C@@H:13]([C:15]([F:18])([F:17])[F:16])[O:12][C:11]([NH2:19])=[N:10]1.C[Si]([C:25]#[C:26][C:27]1[S:28][C:29]([C:32]#[N:33])=[CH:30][N:31]=1)(C)C. (4) Given the product [CH3:36][C:5]([O:7][C:8]1[CH:13]=[CH:12][C:11]([O:14][CH2:15][CH2:16][CH2:17][C:18]2[N:19]([CH3:34])[N:20]=[C:21]([C:23]3[CH:24]=[CH:25][C:26]([O:29][C:30]([F:32])([F:33])[F:31])=[CH:27][CH:28]=3)[CH:22]=2)=[CH:10][C:9]=1[CH3:35])([CH3:6])[C:4]([OH:37])=[O:3], predict the reactants needed to synthesize it. The reactants are: C([O:3][C:4](=[O:37])[C:5]([CH3:36])([O:7][C:8]1[CH:13]=[CH:12][C:11]([O:14][CH2:15][CH2:16][CH2:17][C:18]2[N:19]([CH3:34])[N:20]=[C:21]([C:23]3[CH:28]=[CH:27][C:26]([O:29][C:30]([F:33])([F:32])[F:31])=[CH:25][CH:24]=3)[CH:22]=2)=[CH:10][C:9]=1[CH3:35])[CH3:6])C.[Li+].[OH-]. (5) Given the product [C:6]([O:7][C:8]1[CH:15]=[N:16][C:11]([Cl:10])=[C:12]([CH3:13])[CH:9]=1)(=[O:20])[CH3:5], predict the reactants needed to synthesize it. The reactants are: B(F)(F)F.[CH3:5][CH2:6][O:7][CH2:8][CH3:9].[Cl:10][C:11]1[N:16]=[CH:15]C(N)=[CH:13][C:12]=1C.N(OC(C)(C)C)=[O:20]. (6) The reactants are: [NH2:1][C:2]1[CH:14]=[C:13]2[C:5]([C:6]3[CH:7]=[C:8]([C:18]4[CH:23]=[CH:22][CH:21]=[C:20]([O:24][CH3:25])[CH:19]=4)[CH:9]=[C:10]([C:15]([NH2:17])=[O:16])[C:11]=3[NH:12]2)=[CH:4][CH:3]=1.[CH3:26][N:27]([CH3:34])[CH2:28][CH2:29][CH2:30][C:31](O)=[O:32]. Given the product [CH3:26][N:27]([CH3:34])[CH2:28][CH2:29][CH2:30][C:31]([NH:1][C:2]1[CH:14]=[C:13]2[C:5]([C:6]3[CH:7]=[C:8]([C:18]4[CH:23]=[CH:22][CH:21]=[C:20]([O:24][CH3:25])[CH:19]=4)[CH:9]=[C:10]([C:15]([NH2:17])=[O:16])[C:11]=3[NH:12]2)=[CH:4][CH:3]=1)=[O:32], predict the reactants needed to synthesize it. (7) Given the product [Br:1][C:2]1[CH:11]=[C:10]2[C:5]([C:6]([CH3:14])([CH3:13])[CH2:7][CH:8]=[C:9]2[C:15]([CH3:18])([CH3:17])[CH3:16])=[CH:4][CH:3]=1, predict the reactants needed to synthesize it. The reactants are: [Br:1][C:2]1[CH:11]=[C:10]2[C:5]([C:6]([CH3:14])([CH3:13])[CH2:7][CH2:8][C:9]2=O)=[CH:4][CH:3]=1.[C:15]([Mg]Cl)([CH3:18])([CH3:17])[CH3:16].CO.C1(C)C=CC(S(O)(=O)=O)=CC=1.